Task: Predict which catalyst facilitates the given reaction.. Dataset: Catalyst prediction with 721,799 reactions and 888 catalyst types from USPTO (1) Reactant: [C:1]([C:5]1[N:6]=[C:7]([N:14]2[CH2:18][CH2:17][C:16]([F:20])([F:19])[CH2:15]2)[C:8]2[N:13]=[N:12][NH:11][C:9]=2[N:10]=1)([CH3:4])([CH3:3])[CH3:2].Br[CH2:22][C:23]([C:25]1[CH:30]=[CH:29][CH:28]=[CH:27][C:26]=1[Cl:31])=[O:24].CCN(C(C)C)C(C)C. Product: [C:1]([C:5]1[N:6]=[C:7]([N:14]2[CH2:18][CH2:17][C:16]([F:19])([F:20])[CH2:15]2)[C:8]2[C:9](=[N:11][N:12]([CH2:22][C:23]([C:25]3[CH:30]=[CH:29][CH:28]=[CH:27][C:26]=3[Cl:31])=[O:24])[N:13]=2)[N:10]=1)([CH3:4])([CH3:2])[CH3:3]. The catalyst class is: 2. (2) Reactant: [Cl:1][C:2]1[CH:3]=[C:4]([CH:8]=[CH:9][C:10]=1[N:11]1[C:15]2=[N:16][C:17]3[C:22]([Cl:23])=[CH:21][CH:20]=[C:19]([CH:24]([CH2:27][CH3:28])[CH2:25][CH3:26])[C:18]=3[N:14]2[CH2:13][CH2:12]1)[C:5]([OH:7])=O.[NH4+].O[N:31]1C2C=CC=CC=2N=N1.Cl.C(N=C=NCCCN(C)C)C. Product: [Cl:1][C:2]1[CH:3]=[C:4]([CH:8]=[CH:9][C:10]=1[N:11]1[C:15]2=[N:16][C:17]3[C:22]([Cl:23])=[CH:21][CH:20]=[C:19]([CH:24]([CH2:25][CH3:26])[CH2:27][CH3:28])[C:18]=3[N:14]2[CH2:13][CH2:12]1)[C:5]([NH2:31])=[O:7]. The catalyst class is: 9. (3) Reactant: [OH:1][C@H:2]([CH2:28][CH3:29])[C:3]([N:5]1[CH2:10][CH2:9][N:8]([C:11]2[C:20]3[C:15](=[CH:16][CH:17]=[CH:18][CH:19]=3)[N:14]=[C:13]([C:21]3[CH:26]=[CH:25][CH:24]=[CH:23][C:22]=3[OH:27])[N:12]=2)[CH2:7][CH2:6]1)=[O:4].[ClH:30].CCOCC. Product: [ClH:30].[OH:1][C@H:2]([CH2:28][CH3:29])[C:3]([N:5]1[CH2:10][CH2:9][N:8]([C:11]2[C:20]3[C:15](=[CH:16][CH:17]=[CH:18][CH:19]=3)[N:14]=[C:13]([C:21]3[CH:26]=[CH:25][CH:24]=[CH:23][C:22]=3[OH:27])[N:12]=2)[CH2:7][CH2:6]1)=[O:4]. The catalyst class is: 2.